From a dataset of Reaction yield outcomes from USPTO patents with 853,638 reactions. Predict the reaction yield, written as a fraction of the theoretical maximum amount of product (1.0 means a 100% yield; for example, 0.34 means a 34% yield). (1) The reactants are [F:1][C:2]1[CH:3]=[C:4]([NH:15][C:16](=[O:21])[CH2:17][C:18](=O)[CH3:19])[CH:5]=[CH:6][C:7]=1[N:8]1[CH2:13][CH2:12][O:11][CH2:10][C:9]1=[O:14].[F:22][C:23]1[CH:24]=[C:25]([CH:31]=[CH:32][CH:33]=1)[O:26][CH2:27][C:28]([NH2:30])=O.C1(C)C=CC=CC=1.[NH4+].[Cl-]. The catalyst is C1(C)C(C)=CC=CC=1.C([O-])(C)C.C([O-])(C)C.C([O-])(C)C.C([O-])(C)C.[Ti+4]. The product is [F:1][C:2]1[CH:3]=[C:4]([N:15]2[C:16](=[O:21])[CH:17]=[C:18]([CH3:19])[N:30]=[C:28]2[CH2:27][O:26][C:25]2[CH:31]=[CH:32][CH:33]=[C:23]([F:22])[CH:24]=2)[CH:5]=[CH:6][C:7]=1[N:8]1[CH2:13][CH2:12][O:11][CH2:10][C:9]1=[O:14]. The yield is 0.0700. (2) The reactants are C([O-])([O-])=O.[Cs+].[Cs+].[Cl:7][C:8]1[C:9]2[CH:16]=[CH:15][NH:14][C:10]=2[N:11]=[CH:12][N:13]=1.I[CH:18]([CH3:20])[CH3:19]. The catalyst is CN(C=O)C. The product is [Cl:7][C:8]1[C:9]2[CH:16]=[CH:15][N:14]([CH:18]([CH3:20])[CH3:19])[C:10]=2[N:11]=[CH:12][N:13]=1. The yield is 0.940.